Dataset: Catalyst prediction with 721,799 reactions and 888 catalyst types from USPTO. Task: Predict which catalyst facilitates the given reaction. (1) Reactant: [C:1]([C:5]1[O:9][N:8]=[C:7]([NH:10][C:11]([NH:13][C:14]2[CH:19]=[CH:18][CH:17]=[C:16]([O:20][C:21]3[C:30]4[C:25](=[CH:26][C:27]([O:33][CH2:34][CH2:35][CH2:36]Cl)=[C:28]([O:31][CH3:32])[CH:29]=4)[N:24]=[CH:23][N:22]=3)[CH:15]=2)=[O:12])[CH:6]=1)([CH3:4])([CH3:3])[CH3:2].[NH:38]1[CH2:42][CH2:41][C@@H:40]([OH:43])[CH2:39]1.CCN(C(C)C)C(C)C.O. Product: [C:1]([C:5]1[O:9][N:8]=[C:7]([NH:10][C:11]([NH:13][C:14]2[CH:19]=[CH:18][CH:17]=[C:16]([O:20][C:21]3[C:30]4[C:25](=[CH:26][C:27]([O:33][CH2:34][CH2:35][CH2:36][N:38]5[CH2:42][CH2:41][C@@H:40]([OH:43])[CH2:39]5)=[C:28]([O:31][CH3:32])[CH:29]=4)[N:24]=[CH:23][N:22]=3)[CH:15]=2)=[O:12])[CH:6]=1)([CH3:4])([CH3:3])[CH3:2]. The catalyst class is: 639. (2) Reactant: [Cl:1][C:2]1[CH:3]=[C:4]2[C:9](=[CH:10][CH:11]=1)[CH:8]=[C:7]([S:12]([NH:15][C@H:16]1[CH2:20][CH2:19][N:18]([C@@H:21]([CH3:38])[C:22]([N:24]3[CH2:29][CH2:28][CH2:27][CH:26]([NH:30]C(=O)OC(C)(C)C)[CH2:25]3)=[O:23])[C:17]1=[O:39])(=[O:14])=[O:13])[CH:6]=[CH:5]2.FC(F)(F)C(O)=O. Product: [NH2:30][CH:26]1[CH2:27][CH2:28][CH2:29][N:24]([C:22](=[O:23])[C@@H:21]([N:18]2[CH2:19][CH2:20][C@H:16]([NH:15][S:12]([C:7]3[CH:6]=[CH:5][C:4]4[C:9](=[CH:10][CH:11]=[C:2]([Cl:1])[CH:3]=4)[CH:8]=3)(=[O:14])=[O:13])[C:17]2=[O:39])[CH3:38])[CH2:25]1. The catalyst class is: 2.